From a dataset of Full USPTO retrosynthesis dataset with 1.9M reactions from patents (1976-2016). Predict the reactants needed to synthesize the given product. (1) Given the product [F:25][C:19]1[C:20]([F:24])=[CH:21][CH:22]=[CH:23][C:18]=1[O:17][C:14]1[CH:15]=[CH:16][C:11]([C:10]2[C:3]3[C:4](=[N:5][CH:6]=[N:7][C:2]=3[NH2:1])[N:8]([C@@H:27]3[CH2:32][CH2:31][CH2:30][NH:29][CH2:28]3)[N:9]=2)=[C:12]([F:26])[CH:13]=1, predict the reactants needed to synthesize it. The reactants are: [NH2:1][C:2]1[N:7]=[CH:6][N:5]=[C:4]2[N:8]([C@@H:27]3[CH2:32][CH2:31][CH2:30][N:29](C(OC(C)(C)C)=O)[CH2:28]3)[N:9]=[C:10]([C:11]3[CH:16]=[CH:15][C:14]([O:17][C:18]4[CH:23]=[CH:22][CH:21]=[C:20]([F:24])[C:19]=4[F:25])=[CH:13][C:12]=3[F:26])[C:3]=12. (2) Given the product [CH3:14][O:13][C:9]1[CH:10]=[C:11]2[C:6](=[C:7]3[CH2:17][C:16]([CH3:19])([CH3:18])[O:15][C:8]=13)[C:5]([C:20]1[CH:25]=[CH:24][CH:23]=[CH:22][CH:21]=1)=[N:4][C:3]([CH2:2][N:31]1[C:27](=[O:37])[C:28]3[C:29](=[CH:33][CH:34]=[CH:35][CH:36]=3)[C:30]1=[O:32])([CH3:26])[CH2:12]2, predict the reactants needed to synthesize it. The reactants are: Br[CH2:2][C:3]1([CH3:26])[CH2:12][C:11]2[C:6](=[C:7]3[CH2:17][C:16]([CH3:19])([CH3:18])[O:15][C:8]3=[C:9]([O:13][CH3:14])[CH:10]=2)[C:5]([C:20]2[CH:25]=[CH:24][CH:23]=[CH:22][CH:21]=2)=[N:4]1.[C:27]1(=[O:37])[NH:31][C:30](=[O:32])[C:29]2=[CH:33][CH:34]=[CH:35][CH:36]=[C:28]12.[K].O. (3) Given the product [F:1][C:2]([F:7])([F:6])[C:3]([OH:5])=[O:4].[CH:3]1([CH2:36][NH:35][CH2:34][C:32]2[CH:31]=[CH:30][C:29]([F:37])=[C:28]([C:25]3[CH:26]=[C:27]4[C:22](=[C:23]([C:38]([NH2:40])=[O:39])[CH:24]=3)[NH:21][CH:20]=[C:19]4[CH:16]3[CH2:17][CH2:18][N:13]([S:10]([CH2:8][CH3:9])(=[O:11])=[O:12])[CH2:14][CH2:15]3)[CH:33]=2)[CH2:2][CH2:41]1, predict the reactants needed to synthesize it. The reactants are: [F:1][C:2]([F:7])([F:6])[C:3]([OH:5])=[O:4].[CH2:8]([S:10]([N:13]1[CH2:18][CH2:17][CH:16]([C:19]2[C:27]3[C:22](=[C:23]([C:38]([NH2:40])=[O:39])[CH:24]=[C:25]([C:28]4[CH:33]=[C:32]([CH2:34][NH:35][CH3:36])[CH:31]=[CH:30][C:29]=4[F:37])[CH:26]=3)[NH:21][CH:20]=2)[CH2:15][CH2:14]1)(=[O:12])=[O:11])[CH3:9].[CH3:41]N.